Dataset: Forward reaction prediction with 1.9M reactions from USPTO patents (1976-2016). Task: Predict the product of the given reaction. Given the reactants Cl.[O:2]1[CH2:7][CH2:6][N:5]([C:8]2[C:9]3[S:23][C:22]([CH2:24][N:25]4[CH2:30][CH2:29][NH:28][CH2:27][CH2:26]4)=[CH:21][C:10]=3[N:11]=[C:12]([C:14]3[CH:15]=[N:16][C:17]([NH2:20])=[N:18][CH:19]=3)[N:13]=2)[CH2:4][CH2:3]1.[CH3:31][N:32]([CH3:37])[CH2:33][C:34](O)=[O:35], predict the reaction product. The product is: [NH2:20][C:17]1[N:18]=[CH:19][C:14]([C:12]2[N:13]=[C:8]([N:5]3[CH2:4][CH2:3][O:2][CH2:7][CH2:6]3)[C:9]3[S:23][C:22]([CH2:24][N:25]4[CH2:26][CH2:27][N:28]([C:34](=[O:35])[CH2:33][N:32]([CH3:37])[CH3:31])[CH2:29][CH2:30]4)=[CH:21][C:10]=3[N:11]=2)=[CH:15][N:16]=1.